This data is from NCI-60 drug combinations with 297,098 pairs across 59 cell lines. The task is: Regression. Given two drug SMILES strings and cell line genomic features, predict the synergy score measuring deviation from expected non-interaction effect. (1) Drug 1: C1CNP(=O)(OC1)N(CCCl)CCCl. Drug 2: CC1CCCC2(C(O2)CC(NC(=O)CC(C(C(=O)C(C1O)C)(C)C)O)C(=CC3=CSC(=N3)C)C)C. Cell line: MOLT-4. Synergy scores: CSS=40.5, Synergy_ZIP=-0.415, Synergy_Bliss=-2.26, Synergy_Loewe=-33.6, Synergy_HSA=-2.35. (2) Drug 1: C1=CC(=CC=C1CCCC(=O)O)N(CCCl)CCCl. Drug 2: C1=CC(=CC=C1C#N)C(C2=CC=C(C=C2)C#N)N3C=NC=N3. Cell line: HOP-92. Synergy scores: CSS=17.4, Synergy_ZIP=-11.6, Synergy_Bliss=-16.3, Synergy_Loewe=-15.5, Synergy_HSA=-13.7. (3) Drug 1: CC1=C(N=C(N=C1N)C(CC(=O)N)NCC(C(=O)N)N)C(=O)NC(C(C2=CN=CN2)OC3C(C(C(C(O3)CO)O)O)OC4C(C(C(C(O4)CO)O)OC(=O)N)O)C(=O)NC(C)C(C(C)C(=O)NC(C(C)O)C(=O)NCCC5=NC(=CS5)C6=NC(=CS6)C(=O)NCCC[S+](C)C)O. Drug 2: C(CN)CNCCSP(=O)(O)O. Cell line: NCI/ADR-RES. Synergy scores: CSS=50.6, Synergy_ZIP=2.62, Synergy_Bliss=2.54, Synergy_Loewe=-27.5, Synergy_HSA=3.19. (4) Drug 1: C1=NC2=C(N=C(N=C2N1C3C(C(C(O3)CO)O)O)F)N. Drug 2: C1CN(CCN1C(=O)CCBr)C(=O)CCBr. Cell line: OVCAR-8. Synergy scores: CSS=47.0, Synergy_ZIP=-6.26, Synergy_Bliss=-1.66, Synergy_Loewe=-1.33, Synergy_HSA=-0.175. (5) Drug 1: C1=C(C(=O)NC(=O)N1)F. Drug 2: CCN(CC)CCNC(=O)C1=C(NC(=C1C)C=C2C3=C(C=CC(=C3)F)NC2=O)C. Cell line: MDA-MB-231. Synergy scores: CSS=10.2, Synergy_ZIP=-8.35, Synergy_Bliss=-0.362, Synergy_Loewe=-2.86, Synergy_HSA=-2.51. (6) Drug 1: CC1=CC=C(C=C1)C2=CC(=NN2C3=CC=C(C=C3)S(=O)(=O)N)C(F)(F)F. Drug 2: CCC1(C2=C(COC1=O)C(=O)N3CC4=CC5=C(C=CC(=C5CN(C)C)O)N=C4C3=C2)O.Cl. Cell line: RPMI-8226. Synergy scores: CSS=10.2, Synergy_ZIP=0.233, Synergy_Bliss=5.53, Synergy_Loewe=-26.5, Synergy_HSA=-5.90.